This data is from Reaction yield outcomes from USPTO patents with 853,638 reactions. The task is: Predict the reaction yield, written as a fraction of the theoretical maximum amount of product (1.0 means a 100% yield; for example, 0.34 means a 34% yield). (1) The reactants are Br[C:2]1[CH:7]=[CH:6][C:5]([F:8])=[CH:4][N:3]=1.C([Li])CCC.CN(C)[CH:16]=[O:17].[BH4-].[Na+]. The catalyst is C1(C)C=CC=CC=1.O1CCCC1.O. The product is [F:8][C:5]1[CH:6]=[CH:7][C:2]([CH2:16][OH:17])=[N:3][CH:4]=1. The yield is 0.360. (2) The reactants are [N:1]1[C:2]([CH2:10][CH2:11]O)=[CH:3][N:4]2[CH:9]=[CH:8][CH:7]=[CH:6][C:5]=12.O=S(Cl)[Cl:15]. The catalyst is C(Cl)Cl. The product is [Cl:15][CH2:11][CH2:10][C:2]1[N:1]=[C:5]2[CH:6]=[CH:7][CH:8]=[CH:9][N:4]2[CH:3]=1. The yield is 0.700. (3) The yield is 0.960. The catalyst is C(#N)C. The reactants are [Br:1][C:2]1[CH:3]=[CH:4][C:5](=[O:8])[NH:6][CH:7]=1.CI.[C:11](=O)([O-])[O-].[K+].[K+]. The product is [Br:1][C:2]1[CH:3]=[CH:4][C:5](=[O:8])[N:6]([CH3:11])[CH:7]=1. (4) The reactants are Br[C:2]1[CH:3]=[C:4]2[C:9](=[CH:10][CH:11]=1)[C:8](=[O:12])[NH:7][C:6](=[O:13])/[C:5]/2=[CH:14]\[NH:15][C:16]1[CH:21]=[CH:20][C:19]([N:22]2[CH2:27][CH2:26][N:25]([CH3:28])[CH2:24][CH2:23]2)=[CH:18][CH:17]=1.[N+:29](C1C=C2C(=CC=1)C(=O)NC(=O)C2)([O-:31])=[O:30].CN1CCN(CC2C=CC(N)=CC=2)CC1.C(OCC)(OCC)OCC. The catalyst is C(O)CO. The product is [N+:29]([C:2]1[CH:3]=[C:4]2[C:9](=[CH:10][CH:11]=1)[C:8](=[O:12])[NH:7][C:6](=[O:13])/[C:5]/2=[CH:14]\[NH:15][C:16]1[CH:21]=[CH:20][C:19]([N:22]2[CH2:27][CH2:26][N:25]([CH3:28])[CH2:24][CH2:23]2)=[CH:18][CH:17]=1)([O-:31])=[O:30]. The yield is 0.320. (5) The reactants are [NH2:1][C:2]1[N:10]=[CH:9][N:8]=[C:7]2[C:3]=1[N:4]=[CH:5][N:6]2[C@H:11]1[C@@H:15]2[O:16][C:17]([CH3:20])([CH3:19])[O:18][C@@H:14]2[C@@H:13]([CH2:21][N:22]([CH3:39])[CH2:23][CH2:24][C:25]([NH:28]C(=O)OCC2C=CC=CC=2)([CH3:27])[CH3:26])[O:12]1. The catalyst is CCO.[OH-].[OH-].[Pd+2]. The product is [NH2:1][C:2]1[N:10]=[CH:9][N:8]=[C:7]2[C:3]=1[N:4]=[CH:5][N:6]2[C@H:11]1[C@@H:15]2[O:16][C:17]([CH3:19])([CH3:20])[O:18][C@@H:14]2[C@@H:13]([CH2:21][N:22]([CH3:39])[CH2:23][CH2:24][C:25]([CH3:27])([NH2:28])[CH3:26])[O:12]1. The yield is 0.930. (6) The reactants are C(O[BH-](OC(=O)C)OC(=O)C)(=O)C.[Na+].FC(F)(F)C(O)=O.[CH2:22]([N:24]1[CH2:29][CH2:28][NH:27][CH2:26][CH2:25]1)[CH3:23].[F:30][C:31]1[C:36]([O:37][CH3:38])=[CH:35][C:34]([O:39][CH3:40])=[C:33]([F:41])[C:32]=1[N:42]1[CH2:47][C:46]2[CH:48]=[N:49][C:50]3[N:54]([S:55]([C:58]4[CH:63]=[CH:62][CH:61]=[CH:60][CH:59]=4)(=[O:57])=[O:56])[C:53]([CH:64]=O)=[CH:52][C:51]=3[C:45]=2[N:44]([CH3:66])[C:43]1=[O:67].C([O-])(O)=O.[Na+]. The catalyst is ClCCl. The product is [F:30][C:31]1[C:36]([O:37][CH3:38])=[CH:35][C:34]([O:39][CH3:40])=[C:33]([F:41])[C:32]=1[N:42]1[CH2:47][C:46]2[CH:48]=[N:49][C:50]3[N:54]([S:55]([C:58]4[CH:59]=[CH:60][CH:61]=[CH:62][CH:63]=4)(=[O:56])=[O:57])[C:53]([CH2:64][N:27]4[CH2:28][CH2:29][N:24]([CH2:22][CH3:23])[CH2:25][CH2:26]4)=[CH:52][C:51]=3[C:45]=2[N:44]([CH3:66])[C:43]1=[O:67]. The yield is 1.00. (7) The product is [CH3:21][C@@:38]1([CH2:39][N:7]2[CH:8]=[C:4]([N+:1]([O-:3])=[O:2])[N:5]=[C:6]2[S:9]([C:12]2[CH:13]=[CH:14][C:15]([N+:18]([O-:20])=[O:19])=[CH:16][CH:17]=2)(=[O:11])=[O:10])[CH2:34][O:37]1. The catalyst is O. The yield is 0.310. The reactants are [N+:1]([C:4]1[N:5]=[C:6]([S:9]([C:12]2[CH:17]=[CH:16][C:15]([N+:18]([O-:20])=[O:19])=[CH:14][CH:13]=2)(=[O:11])=[O:10])[NH:7][CH:8]=1)([O-:3])=[O:2].[CH3:21]N(C)C=O.C(=O)([O-])[O-].[K+].[K+].[F-].[Cs+].[C:34]([O:37][CH2:38][CH3:39])(=O)C.